From a dataset of HIV replication inhibition screening data with 41,000+ compounds from the AIDS Antiviral Screen. Binary Classification. Given a drug SMILES string, predict its activity (active/inactive) in a high-throughput screening assay against a specified biological target. (1) The compound is C[N+](C)(C)C.Nc1ccc(C=Cc2ccc(N=Nc3ccc(C=Cc4ccc(N=Nc5ccc(C=Cc6ccc(N=Nc7ccc(C=Cc8ccc(N)cc8S(=O)(O)=[OH+])c(S(=O)(O)=[OH+])c7)cc6S(=O)(=O)[O-])c(S(=O)(O)=[OH+])c5)cc4S(=O)(=O)[O-])c(S(=O)(=O)[O-])c3)cc2S(=O)(O)=[OH+])c(S(=O)(=O)[O-])c1. The result is 1 (active). (2) The molecule is CC(=O)OC1CCC2OOC1O2. The result is 0 (inactive). (3) The compound is O=C(NC(=O)c1ccccc1)OC(c1ccccc1)C1CO1. The result is 0 (inactive). (4) The compound is CC(=O)O.O=C(CCN1CCCCC1CCO)Nc1ccc2c(c1)C(=O)c1ccc(NC(=O)CCN3CCCCC3CCO)cc1C2=O. The result is 0 (inactive). (5) The molecule is CC(Br)C(=O)N=[n+]1c2ccccc2nc2c3cccc4cccc(c43)[c-]21. The result is 0 (inactive). (6) The compound is Cc1nc2[nH]ccn2c(=O)c1CCCl. The result is 0 (inactive). (7) The drug is CN(C)Cc1cc(CN(C)C)c(O)c(CN(C)C)c1.Cl. The result is 0 (inactive). (8) The drug is COc1ccc2c(c1)c1c(n2CCN(C)C)-c2ccccc2CC1. The result is 0 (inactive). (9) The drug is Cc1c(N=Nc2ccc(Br)cc2)c(=O)n(-c2ccccc2)c(=S)n1-c1nc2ccccc2s1. The result is 0 (inactive).